Predict the reactants needed to synthesize the given product. From a dataset of Full USPTO retrosynthesis dataset with 1.9M reactions from patents (1976-2016). (1) The reactants are: [H-].[Na+].[C:3]([O:9][CH2:10]C)(=[O:8])[CH2:4][C:5]([CH3:7])=[O:6].Br[CH2:13][C:14]1[CH:23]=[CH:22][C:17]([C:18]([O:20][CH3:21])=[O:19])=[CH:16][C:15]=1[O:24][CH3:25]. Given the product [CH3:25][O:24][C:15]1[CH:16]=[C:17]([CH:22]=[CH:23][C:14]=1[CH2:13][CH:4]([C:3]([O:9][CH3:10])=[O:8])[C:5](=[O:6])[CH3:7])[C:18]([O:20][CH3:21])=[O:19], predict the reactants needed to synthesize it. (2) Given the product [CH2:10]([N:17]1[CH2:18][CH2:19][N:20]([CH2:21][C:22]2[CH:27]=[CH:26][CH:25]=[CH:24][CH:23]=2)[CH2:8][CH:2]1[C:3]([O:5][CH2:6][CH3:7])=[O:4])[C:11]1[CH:12]=[CH:13][CH:14]=[CH:15][CH:16]=1, predict the reactants needed to synthesize it. The reactants are: Br[CH:2]([CH2:8]Br)[C:3]([O:5][CH2:6][CH3:7])=[O:4].[CH2:10]([NH:17][CH2:18][CH2:19][NH:20][CH2:21][C:22]1[CH:27]=[CH:26][CH:25]=[CH:24][CH:23]=1)[C:11]1[CH:16]=[CH:15][CH:14]=[CH:13][CH:12]=1.C(N(CC)CC)C. (3) Given the product [ClH:23].[CH2:21]([C:17]1[CH:18]=[C:19]([CH3:20])[C:14]([N:11]2[CH2:10][CH2:9][NH:8][CH2:13][CH2:12]2)=[N:15][CH:16]=1)[CH3:22], predict the reactants needed to synthesize it. The reactants are: C(OC([N:8]1[CH2:13][CH2:12][N:11]([C:14]2[C:19]([CH3:20])=[CH:18][C:17]([CH2:21][CH3:22])=[CH:16][N:15]=2)[CH2:10][CH2:9]1)=O)(C)(C)C.[ClH:23].C(OCC)(=O)C.C(OCC)(=O)C. (4) Given the product [Cl:8][C:9]1[CH:10]=[C:11]([C:19]2[O:23][N:22]=[C:21]([C:24]3[CH:25]=[CH:26][CH:27]=[C:28]4[C:32]=3[NH:31][CH:30]=[C:29]4[CH2:33][CH2:34][NH:35][CH2:3][CH2:2][C:1]([O:5][CH2:6][CH3:7])=[O:4])[N:20]=2)[CH:12]=[CH:13][C:14]=1[O:15][CH:16]([CH3:17])[CH3:18], predict the reactants needed to synthesize it. The reactants are: [C:1]([O:5][CH2:6][CH3:7])(=[O:4])[CH:2]=[CH2:3].[Cl:8][C:9]1[CH:10]=[C:11]([C:19]2[O:23][N:22]=[C:21]([C:24]3[CH:25]=[CH:26][CH:27]=[C:28]4[C:32]=3[NH:31][CH:30]=[C:29]4[CH2:33][CH2:34][NH2:35])[N:20]=2)[CH:12]=[CH:13][C:14]=1[O:15][CH:16]([CH3:18])[CH3:17]. (5) Given the product [CH:1]1([C:4]2[O:30][N:32]=[C:6]([NH:9][C:10]3[CH:11]=[CH:12][C:13]([CH3:29])=[C:14]([C:16]4[C:17](=[O:28])[N:18]([CH3:27])[C:19]5[C:24]([CH:25]=4)=[CH:23][N:22]=[C:21]([CH3:26])[CH:20]=5)[CH:15]=3)[CH:5]=2)[CH2:3][CH2:2]1, predict the reactants needed to synthesize it. The reactants are: [CH:1]1([C:4](=[O:30])/[CH:5]=[C:6](/[NH:9][C:10]2[CH:11]=[CH:12][C:13]([CH3:29])=[C:14]([C:16]3[C:17](=[O:28])[N:18]([CH3:27])[C:19]4[C:24]([CH:25]=3)=[CH:23][N:22]=[C:21]([CH3:26])[CH:20]=4)[CH:15]=2)\SC)[CH2:3][CH2:2]1.Cl.[NH2:32]O. (6) The reactants are: [OH:1][C:2]1[CH:3]=[C:4]([CH2:9][C:10]([O:12][CH3:13])=[O:11])[CH:5]=[CH:6][C:7]=1[CH3:8].[CH2:14]([C:16]1[O:20][C:19]([C:21]2[CH:26]=[CH:25][C:24]([O:27][C:28]([F:31])([F:30])[F:29])=[CH:23][CH:22]=2)=[N:18][C:17]=1[CH2:32][CH2:33]O)[CH3:15].C1(P(C2C=CC=CC=2)C2C=CC=CC=2)C=CC=CC=1.N(C(N1CCCCC1)=O)=NC(N1CCCCC1)=O. Given the product [CH2:14]([C:16]1[O:20][C:19]([C:21]2[CH:22]=[CH:23][C:24]([O:27][C:28]([F:30])([F:31])[F:29])=[CH:25][CH:26]=2)=[N:18][C:17]=1[CH2:32][CH2:33][O:1][C:2]1[CH:3]=[C:4]([CH2:9][C:10]([O:12][CH3:13])=[O:11])[CH:5]=[CH:6][C:7]=1[CH3:8])[CH3:15], predict the reactants needed to synthesize it. (7) Given the product [CH3:1][O:2][C:3]1[CH:9]=[C:8]([CH3:10])[C:6]([NH:7][C:20](=[O:21])[O:22][C:23]([CH3:26])([CH3:25])[CH3:24])=[C:5]([CH3:11])[C:4]=1[CH3:12], predict the reactants needed to synthesize it. The reactants are: [CH3:1][O:2][C:3]1[CH:9]=[C:8]([CH3:10])[C:6]([NH2:7])=[C:5]([CH3:11])[C:4]=1[CH3:12].C(N(CC)CC)C.[C:20](O[C:20]([O:22][C:23]([CH3:26])([CH3:25])[CH3:24])=[O:21])([O:22][C:23]([CH3:26])([CH3:25])[CH3:24])=[O:21].